The task is: Regression. Given two drug SMILES strings and cell line genomic features, predict the synergy score measuring deviation from expected non-interaction effect.. This data is from Merck oncology drug combination screen with 23,052 pairs across 39 cell lines. (1) Synergy scores: synergy=-11.3. Drug 2: O=C(NOCC(O)CO)c1ccc(F)c(F)c1Nc1ccc(I)cc1F. Drug 1: CN(C)C(=N)N=C(N)N. Cell line: VCAP. (2) Drug 1: O=S1(=O)NC2(CN1CC(F)(F)F)C1CCC2Cc2cc(C=CCN3CCC(C(F)(F)F)CC3)ccc2C1. Drug 2: Nc1ccn(C2OC(CO)C(O)C2(F)F)c(=O)n1. Cell line: A375. Synergy scores: synergy=-16.0. (3) Drug 1: Cn1nnc2c(C(N)=O)ncn2c1=O. Drug 2: C#Cc1cccc(Nc2ncnc3cc(OCCOC)c(OCCOC)cc23)c1. Cell line: MDAMB436. Synergy scores: synergy=-3.48. (4) Drug 2: C#Cc1cccc(Nc2ncnc3cc(OCCOC)c(OCCOC)cc23)c1. Drug 1: O=c1[nH]cc(F)c(=O)[nH]1. Synergy scores: synergy=21.0. Cell line: RKO. (5) Drug 1: O=C(CCCCCCC(=O)Nc1ccccc1)NO. Drug 2: CCc1cnn2c(NCc3ccc[n+]([O-])c3)cc(N3CCCCC3CCO)nc12. Cell line: HT29. Synergy scores: synergy=-21.7. (6) Drug 1: CC1CC2C3CCC4=CC(=O)C=CC4(C)C3(F)C(O)CC2(C)C1(O)C(=O)CO. Drug 2: NC(=O)c1cccc2cn(-c3ccc(C4CCCNC4)cc3)nc12. Cell line: NCIH520. Synergy scores: synergy=5.93. (7) Drug 1: COc1cc(C2c3cc4c(cc3C(OC3OC5COC(C)OC5C(O)C3O)C3COC(=O)C23)OCO4)cc(OC)c1O. Drug 2: CCc1cnn2c(NCc3ccc[n+]([O-])c3)cc(N3CCCCC3CCO)nc12. Cell line: UACC62. Synergy scores: synergy=13.8. (8) Synergy scores: synergy=9.66. Cell line: OCUBM. Drug 1: CC1CC2C3CCC4=CC(=O)C=CC4(C)C3(F)C(O)CC2(C)C1(O)C(=O)CO. Drug 2: CC(C)CC(NC(=O)C(Cc1ccccc1)NC(=O)c1cnccn1)B(O)O.